Dataset: Catalyst prediction with 721,799 reactions and 888 catalyst types from USPTO. Task: Predict which catalyst facilitates the given reaction. (1) Reactant: [CH2:1]([C:3]1[C:8](=[O:9])[N:7]2[N:10]=[CH:11][C:12]([C:13]#[N:14])=[C:6]2[NH:5][C:4]=1[CH3:15])[CH3:2].[OH:16]/[N:17]=[C:18](\Cl)/[C:19]1[CH:24]=[CH:23][CH:22]=[CH:21][N:20]=1.C(N(CC)CC)C. Product: [CH2:1]([C:3]1[C:8](=[O:9])[N:7]2[N:10]=[CH:11][C:12]([C:13]3[O:16][N:17]=[C:18]([C:19]4[CH:24]=[CH:23][CH:22]=[CH:21][N:20]=4)[N:14]=3)=[C:6]2[NH:5][C:4]=1[CH3:15])[CH3:2]. The catalyst class is: 21. (2) Reactant: [CH:1]([Si:4]([CH:9]([CH3:11])[CH3:10])([CH:6]([CH3:8])[CH3:7])[SH:5])([CH3:3])[CH3:2].[H-].[Na+].Br[C:15]1[CH:16]=[C:17]([CH:23]=[CH:24][C:25]=1[CH3:26])[C:18]([O:20][CH2:21][CH3:22])=[O:19]. Product: [CH2:21]([O:20][C:18](=[O:19])[C:17]1[CH:23]=[CH:24][C:25]([CH3:26])=[C:15]([S:5][Si:4]([CH:1]([CH3:3])[CH3:2])([CH:6]([CH3:8])[CH3:7])[CH:9]([CH3:11])[CH3:10])[CH:16]=1)[CH3:22]. The catalyst class is: 176. (3) Reactant: [Si](O[CH:19]1[CH2:22][N:21]([C:23]2[S:24][CH:25]=[C:26]([C:28]([O:30]CC)=O)[N:27]=2)[CH2:20]1)(C(C)(C)C)(C1C=CC=CC=1)C1C=CC=CC=1.[Si:33]([O:50][CH2:51][CH:52]([NH2:72])[CH2:53][O:54][Si:55]([C:68]([CH3:71])([CH3:70])[CH3:69])([C:62]1[CH:67]=[CH:66][CH:65]=[CH:64][CH:63]=1)[C:56]1[CH:61]=[CH:60][CH:59]=[CH:58][CH:57]=1)([C:46]([CH3:49])([CH3:48])[CH3:47])([C:40]1[CH:45]=[CH:44][CH:43]=[CH:42][CH:41]=1)[C:34]1[CH:39]=[CH:38][CH:37]=[CH:36][CH:35]=1.C[Al](C)C.[C:77]([OH:80])(=O)[CH3:78].C([O:84][CH2:85][CH3:86])(=O)C. Product: [C:46]([CH:19]1[CH:20]([O:84][C:85]2[CH:86]=[CH:39][CH:34]=[CH:35][CH:36]=2)[N:21]([C:23]2[S:24][CH:25]=[C:26]([C:28](=[O:30])[NH:72][CH:52]([CH2:53][O:54][Si:55]([C:68]([CH3:71])([CH3:70])[CH3:69])([C:62]3[CH:63]=[CH:64][CH:65]=[CH:66][CH:67]=3)[C:56]3[CH:57]=[CH:58][CH:59]=[CH:60][CH:61]=3)[CH2:51][O:50][Si:33]([C:46]([CH3:47])([CH3:48])[CH3:49])([C:40]3[CH:45]=[CH:44][CH:43]=[CH:42][CH:41]=3)[C:34]3[CH:35]=[CH:36][CH:37]=[CH:38][CH:39]=3)[N:27]=2)[CH:22]1[O:80][C:77]1[CH:78]=[CH:45][CH:40]=[CH:41][CH:42]=1)([CH3:49])([CH3:47])[CH3:48]. The catalyst class is: 48. (4) Reactant: C([NH:4][C@H:5]([C:13]([OH:15])=[O:14])[CH2:6][CH:7]([C:9]([F:12])([F:11])[F:10])[CH3:8])(=O)C.[OH-].[Na+]. Product: [F:10][C:9]([F:11])([F:12])[CH:7]([CH3:8])[CH2:6][C@@H:5]([C:13]([OH:15])=[O:14])[NH2:4]. The catalyst class is: 6. (5) Reactant: C([O:8][C@H:9]1[CH2:14][CH2:13][CH2:12][CH2:11][C@@H:10]1[N:15]1[CH2:20][CH2:19][C:18]2[N:21]([C:33]3[CH:38]=[CH:37][CH:36]=[CH:35][C:34]=3[Cl:39])[C:22]([C:25]3[CH:30]=[CH:29][C:28]([O:31][CH3:32])=[CH:27][CH:26]=3)=[C:23]([CH3:24])[C:17]=2[C:16]1=[O:40])C1C=CC=CC=1.C(O[C@H]1CCCC[C@@H]1N)C1C=CC=CC=1.ClC1C=CC(C2NC3CCNCC=3C=2)=CC=1.C[Si](I)(C)C. Product: [Cl:39][C:34]1[CH:35]=[CH:36][CH:37]=[CH:38][C:33]=1[N:21]1[C:18]2[CH2:19][CH2:20][N:15]([C@H:10]3[CH2:11][CH2:12][CH2:13][CH2:14][C@@H:9]3[OH:8])[C:16](=[O:40])[C:17]=2[C:23]([CH3:24])=[C:22]1[C:25]1[CH:26]=[CH:27][C:28]([O:31][CH3:32])=[CH:29][CH:30]=1. The catalyst class is: 2.